The task is: Regression. Given a peptide amino acid sequence and an MHC pseudo amino acid sequence, predict their binding affinity value. This is MHC class II binding data.. This data is from Peptide-MHC class II binding affinity with 134,281 pairs from IEDB. (1) The MHC is HLA-DPA10201-DPB10101 with pseudo-sequence HLA-DPA10201-DPB10101. The binding affinity (normalized) is 0.171. The peptide sequence is FDPYGATISKTPESA. (2) The peptide sequence is ALGQGPQFIFQYYEEEERQRG. The MHC is DRB5_0101 with pseudo-sequence DRB5_0101. The binding affinity (normalized) is 0.574. (3) The MHC is DRB3_0101 with pseudo-sequence DRB3_0101. The binding affinity (normalized) is 0.0396. The peptide sequence is AQGKAFYEAVAKAHQ. (4) The peptide sequence is NVWERHYLAGEMTLM. The MHC is DRB3_0202 with pseudo-sequence DRB3_0202. The binding affinity (normalized) is 0.0386.